This data is from Forward reaction prediction with 1.9M reactions from USPTO patents (1976-2016). The task is: Predict the product of the given reaction. (1) Given the reactants [CH3:1][C:2]1[CH:3]=[CH:4][C:5]([C:21]([NH:23][C:24]2[CH:25]=[C:26]([C:36]([F:39])([F:38])[F:37])[CH:27]=[C:28]([N:30]3[CH:34]=[N:33][C:32]([CH3:35])=[CH:31]3)[CH:29]=2)=[O:22])=[CH:6][C:7]=1[NH:8][C:9]1[N:10]=[CH:11][CH:12]=[C:13]([C:15]2[CH:16]=[CH:17][CH:18]=[N:19][CH:20]=2)[N:14]=1.CN(C)C=O.[C:45]([OH:52])(=[O:51])/[CH:46]=[CH:47]\[C:48]([OH:50])=[O:49], predict the reaction product. The product is: [CH3:1][C:2]1[CH:3]=[CH:4][C:5]([C:21]([NH:23][C:24]2[CH:25]=[C:26]([C:36]([F:38])([F:39])[F:37])[CH:27]=[C:28]([N:30]3[CH:34]=[N:33][C:32]([CH3:35])=[CH:31]3)[CH:29]=2)=[O:22])=[CH:6][C:7]=1[NH:8][C:9]1[N:10]=[CH:11][CH:12]=[C:13]([C:15]2[CH:16]=[CH:17][CH:18]=[N:19][CH:20]=2)[N:14]=1.[C:45]([O-:52])(=[O:51])/[CH:46]=[CH:47]\[C:48]([O-:50])=[O:49]. (2) Given the reactants [CH3:1][N:2]([CH3:19])[CH2:3][CH2:4][CH2:5][NH:6][S:7]([C:10]1[CH:15]=[CH:14][CH:13]=[C:12]([N+:16]([O-])=O)[CH:11]=1)(=[O:9])=[O:8], predict the reaction product. The product is: [NH2:16][C:12]1[CH:11]=[C:10]([S:7]([NH:6][CH2:5][CH2:4][CH2:3][N:2]([CH3:1])[CH3:19])(=[O:9])=[O:8])[CH:15]=[CH:14][CH:13]=1. (3) Given the reactants [CH3:1][O:2][C:3]1[CH:10]=[C:9]([O:11][CH3:12])[CH:8]=[CH:7][C:4]=1[CH:5]=O.[CH2:13]([O:17][C:18]1[CH:19]=[C:20]([C:24](=[O:26])[CH3:25])[CH:21]=[CH:22][CH:23]=1)[CH2:14][CH2:15][CH3:16], predict the reaction product. The product is: [CH3:1][O:2][C:3]1[CH:10]=[C:9]([O:11][CH3:12])[CH:8]=[CH:7][C:4]=1[CH:5]=[CH:25][C:24]([C:20]1[CH:21]=[CH:22][CH:23]=[C:18]([O:17][CH2:13][CH2:14][CH2:15][CH3:16])[CH:19]=1)=[O:26]. (4) Given the reactants C(NC(=O)CCN1CCC([NH:18][CH2:19][C@H:20](O)[C:21]2[CH:30]=[CH:29][C:28](O)=[C:27]3[C:22]=2C=CC(=O)N3)CC1)C1C=CC=CC=1.[Si:35]([O:42][C@H:43]([C:57]1[CH:66]=[CH:65][C:64]([OH:67])=[C:63]2[C:58]=1[CH:59]=[CH:60][C:61](=[O:68])[NH:62]2)[CH2:44][NH:45][CH:46]1[CH2:51][CH2:50][N:49]([CH2:52][CH2:53][C:54](O)=[O:55])[CH2:48][CH2:47]1)([C:38]([CH3:41])([CH3:40])[CH3:39])([CH3:37])[CH3:36].C1(CCN)C=CC=CC=1.CN(C(ON1N=NC2C=CC=NC1=2)=[N+](C)C)C.F[P-](F)(F)(F)(F)F, predict the reaction product. The product is: [Si:35]([O:42][C@H:43]([C:57]1[CH:66]=[CH:65][C:64]([OH:67])=[C:63]2[C:58]=1[CH:59]=[CH:60][C:61](=[O:68])[NH:62]2)[CH2:44][NH:45][CH:46]1[CH2:47][CH2:48][N:49]([CH2:52][CH2:53][C:54]([NH:18][CH2:19][CH2:20][C:21]2[CH:30]=[CH:29][CH:28]=[CH:27][CH:22]=2)=[O:55])[CH2:50][CH2:51]1)([C:38]([CH3:41])([CH3:40])[CH3:39])([CH3:36])[CH3:37].